From a dataset of NCI-60 drug combinations with 297,098 pairs across 59 cell lines. Regression. Given two drug SMILES strings and cell line genomic features, predict the synergy score measuring deviation from expected non-interaction effect. Drug 1: C1C(C(OC1N2C=NC3=C(N=C(N=C32)Cl)N)CO)O. Drug 2: CC1CCCC2(C(O2)CC(NC(=O)CC(C(C(=O)C(C1O)C)(C)C)O)C(=CC3=CSC(=N3)C)C)C. Cell line: HOP-92. Synergy scores: CSS=41.4, Synergy_ZIP=-12.6, Synergy_Bliss=-12.1, Synergy_Loewe=-3.83, Synergy_HSA=-2.32.